Regression. Given a peptide amino acid sequence and an MHC pseudo amino acid sequence, predict their binding affinity value. This is MHC class I binding data. From a dataset of Peptide-MHC class I binding affinity with 185,985 pairs from IEDB/IMGT. The peptide sequence is LVSKFMSNG. The MHC is HLA-A02:01 with pseudo-sequence HLA-A02:01. The binding affinity (normalized) is 0.